From a dataset of Full USPTO retrosynthesis dataset with 1.9M reactions from patents (1976-2016). Predict the reactants needed to synthesize the given product. (1) Given the product [OH:1][C:7]1[CH:12]=[CH:11][C:10]([S:13]([NH:16][C:17]2[S:18][C:19]([CH3:22])=[N:20][N:21]=2)(=[O:15])=[O:14])=[CH:9][CH:8]=1, predict the reactants needed to synthesize it. The reactants are: [OH:1]S(O)(=O)=O.N[C:7]1[CH:12]=[CH:11][C:10]([S:13]([NH:16][C:17]2[S:18][C:19]([CH3:22])=[N:20][N:21]=2)(=[O:15])=[O:14])=[CH:9][CH:8]=1.N([O-])=O.[Na+]. (2) Given the product [NH2:23][C:24]1[CH:25]=[CH:26][C:27]([C:30]2[CH:31]=[CH:32][C:33]([NH:36][C:37]([C:39]3[CH:44]=[C:43]([N+:45]([O-:47])=[O:46])[CH:42]=[CH:41][C:40]=3[Cl:48])=[O:38])=[CH:34][CH:35]=2)=[CH:28][CH:29]=1, predict the reactants needed to synthesize it. The reactants are: C1(OC)C=CC=CC=1.FC(F)(F)C(O)=O.C(OC([NH:23][C:24]1[CH:29]=[CH:28][C:27]([C:30]2[CH:35]=[CH:34][C:33]([NH:36][C:37]([C:39]3[CH:44]=[C:43]([N+:45]([O-:47])=[O:46])[CH:42]=[CH:41][C:40]=3[Cl:48])=[O:38])=[CH:32][CH:31]=2)=[CH:26][CH:25]=1)=O)(C)(C)C. (3) Given the product [NH2:32][C:33]1[N:38]=[C:37]([CH3:39])[C:36]([CH2:40][NH:41][C:42]2[C:43]3[C:44](=[N:48][N:49]([CH2:51][C:52]4[CH:53]=[CH:54][C:55]([CH2:56][N:57]5[CH:61]=[C:60]([C:4]([N:68]6[CH2:73][CH2:72][O:71][CH2:70][CH2:69]6)=[O:8])[CH:59]=[N:58]5)=[CH:65][CH:66]=4)[CH:50]=3)[N:45]=[CH:46][N:47]=2)=[C:35]([CH3:67])[CH:34]=1, predict the reactants needed to synthesize it. The reactants are: CN([C:4]([O:8]N1N=NC2C=CC=NC1=2)=[N+](C)C)C.F[P-](F)(F)(F)(F)F.C(OC([NH:32][C:33]1[N:38]=[C:37]([CH3:39])[C:36]([CH2:40][NH:41][C:42]2[C:43]3[C:44](=[N:48][N:49]([CH2:51][C:52]4[CH:66]=[CH:65][C:55]([CH2:56][N:57]5[CH:61]=[CH:60][C:59](C(O)=O)=[N:58]5)=[CH:54][CH:53]=4)[CH:50]=3)[N:45]=[CH:46][N:47]=2)=[C:35]([CH3:67])[CH:34]=1)=O)(C)(C)C.[NH:68]1[CH2:73][CH2:72][O:71][CH2:70][CH2:69]1.CCN(C(C)C)C(C)C. (4) Given the product [Cl:1][C:2]1[CH:3]=[N:4][C:5]2[N:6]([N:8]=[C:9]([C:11]([N:22]3[CH2:21][CH2:20][N:19]4[C:15]([CH3:14])=[CH:16][CH:17]=[C:18]4[CH2:23]3)=[O:13])[CH:10]=2)[CH:7]=1, predict the reactants needed to synthesize it. The reactants are: [Cl:1][C:2]1[CH:3]=[N:4][C:5]2[N:6]([N:8]=[C:9]([C:11]([OH:13])=O)[CH:10]=2)[CH:7]=1.[CH3:14][C:15]1[N:19]2[CH2:20][CH2:21][NH:22][CH2:23][C:18]2=[CH:17][CH:16]=1.